This data is from Reaction yield outcomes from USPTO patents with 853,638 reactions. The task is: Predict the reaction yield, written as a fraction of the theoretical maximum amount of product (1.0 means a 100% yield; for example, 0.34 means a 34% yield). (1) The reactants are Cl[C:2]1[CH:7]=[C:6]([NH:8][C:9]2[CH:16]=[CH:15][CH:14]=[CH:13][C:10]=2[C:11]#[N:12])[C:5]([Cl:17])=[CH:4][N:3]=1.[CH2:18]([N:20]1[C:24]([NH2:25])=[CH:23][C:22]([CH3:26])=[N:21]1)[CH3:19].C1C=CC(P(C2C(C3C(P(C4C=CC=CC=4)C4C=CC=CC=4)=CC=C4C=3C=CC=C4)=C3C(C=CC=C3)=CC=2)C2C=CC=CC=2)=CC=1.C(=O)([O-])[O-].[Cs+].[Cs+]. The catalyst is O1CCOCC1.C([O-])(=O)C.[Pd+2].C([O-])(=O)C. The product is [Cl:17][C:5]1[C:6]([NH:8][C:9]2[CH:16]=[CH:15][CH:14]=[CH:13][C:10]=2[C:11]#[N:12])=[CH:7][C:2]([NH:25][C:24]2[N:20]([CH2:18][CH3:19])[N:21]=[C:22]([CH3:26])[CH:23]=2)=[N:3][CH:4]=1. The yield is 0.456. (2) The reactants are [C:1]1(=[O:11])[NH:5][C:4](=[O:6])[C:3]2=[CH:7][CH:8]=[CH:9][CH:10]=[C:2]12.[K].CS(O[CH2:18][C@H:19]1[O:24][CH2:23][CH2:22][N:21]([C:25]([O:27][C:28]([CH3:31])([CH3:30])[CH3:29])=[O:26])[CH2:20]1)(=O)=O.O. The catalyst is CN(C=O)C. The product is [O:6]=[C:4]1[C:3]2[C:2](=[CH:10][CH:9]=[CH:8][CH:7]=2)[C:1](=[O:11])[N:5]1[CH2:18][C@H:19]1[O:24][CH2:23][CH2:22][N:21]([C:25]([O:27][C:28]([CH3:29])([CH3:31])[CH3:30])=[O:26])[CH2:20]1. The yield is 0.880. (3) The reactants are C(OC(=O)[NH:7][CH:8]1[CH2:12][CH2:11][N:10]([C:13]2[CH:18]=[CH:17][CH:16]=[CH:15][N:14]=2)[CH2:9]1)(C)(C)C.[ClH:20]. The catalyst is CO.O1CCOCC1. The product is [ClH:20].[ClH:20].[N:14]1[CH:15]=[CH:16][CH:17]=[CH:18][C:13]=1[N:10]1[CH2:11][CH2:12][CH:8]([NH2:7])[CH2:9]1. The yield is 0.920. (4) The product is [CH3:1][N:2]1[C:3]2[C:4](=[C:5]3[C:10](=[CH:11][CH:12]=2)[N:9]=[CH:8][CH:7]=[N:6]3)[N:13]=[C:16]1[CH2:15][OH:14]. No catalyst specified. The reactants are [CH3:1][NH:2][C:3]1[C:4]([NH2:13])=[C:5]2[C:10](=[CH:11][CH:12]=1)[N:9]=[CH:8][CH:7]=[N:6]2.[OH:14][CH2:15][C:16](O)=O. The yield is 0.390. (5) The reactants are [F:1][C:2]1[C:3]([N+:36]([O-])=O)=[C:4]([NH:8][C:9]2[N:17]=[C:16]3[C:12]([N:13]=[C:14]([CH2:19][N:20]4[CH2:25][CH2:24][CH:23]([C:26]([OH:29])([CH3:28])[CH3:27])[CH2:22][CH2:21]4)[N:15]3[CH3:18])=[C:11]([N:30]3[CH2:35][CH2:34][O:33][CH2:32][CH2:31]3)[N:10]=2)[CH:5]=[CH:6][CH:7]=1. The catalyst is [Pd]. The product is [NH2:36][C:3]1[C:2]([F:1])=[CH:7][CH:6]=[CH:5][C:4]=1[NH:8][C:9]1[N:17]=[C:16]2[C:12]([N:13]=[C:14]([CH2:19][N:20]3[CH2:21][CH2:22][CH:23]([C:26]([OH:29])([CH3:28])[CH3:27])[CH2:24][CH2:25]3)[N:15]2[CH3:18])=[C:11]([N:30]2[CH2:35][CH2:34][O:33][CH2:32][CH2:31]2)[N:10]=1. The yield is 0.720. (6) The reactants are [Cl:1][C:2]1[C:10]2[O:9][CH2:8][O:7][C:6]=2[CH:5]=[C:4]([CH2:11]Cl)[CH:3]=1.[C-:13]#[N:14].[Na+].O. The catalyst is CS(C)=O. The product is [Cl:1][C:2]1[C:10]2[O:9][CH2:8][O:7][C:6]=2[CH:5]=[C:4]([CH2:11][C:13]#[N:14])[CH:3]=1. The yield is 0.580. (7) No catalyst specified. The yield is 0.280. The product is [CH2:32]([O:31][C:29](=[O:30])[C:28]1[CH:34]=[CH:35][C:25]([O:1][CH:2]2[CH2:3][CH2:4][N:5]([C:8](=[O:9])[C:10]3[CH:15]=[C:14]([S:16]([CH3:19])(=[O:18])=[O:17])[CH:13]=[CH:12][C:11]=3[O:20][CH:21]([CH3:23])[CH3:22])[CH2:6][CH2:7]2)=[CH:26][CH:27]=1)[CH3:33]. The reactants are [OH:1][CH:2]1[CH2:7][CH2:6][N:5]([C:8]([C:10]2[CH:15]=[C:14]([S:16]([CH3:19])(=[O:18])=[O:17])[CH:13]=[CH:12][C:11]=2[O:20][CH:21]([CH3:23])[CH3:22])=[O:9])[CH2:4][CH2:3]1.O[C:25]1[CH:35]=[CH:34][C:28]([C:29]([O:31][CH2:32][CH3:33])=[O:30])=[CH:27][CH:26]=1.